From a dataset of CYP2C9 inhibition data for predicting drug metabolism from PubChem BioAssay. Regression/Classification. Given a drug SMILES string, predict its absorption, distribution, metabolism, or excretion properties. Task type varies by dataset: regression for continuous measurements (e.g., permeability, clearance, half-life) or binary classification for categorical outcomes (e.g., BBB penetration, CYP inhibition). Dataset: cyp2c9_veith. (1) The compound is CN1CCCN([C@@H](c2ccccc2)c2ccc(Cl)cc2)CC1. The result is 0 (non-inhibitor). (2) The molecule is O=C(Cc1ccc(Cl)cc1)Nc1cccc(-c2nnc(-c3ccco3)o2)c1. The result is 1 (inhibitor). (3) The compound is Cc1ccccc1-c1nc(NCc2cccnc2)c2ccccc2n1. The result is 0 (non-inhibitor).